From a dataset of Full USPTO retrosynthesis dataset with 1.9M reactions from patents (1976-2016). Predict the reactants needed to synthesize the given product. (1) Given the product [I:20][C:9]1[CH:10]=[C:5]([C:3]([OH:2])=[O:4])[CH:6]=[C:7]([C:12]2[CH:17]=[CH:16][C:15]([CH3:18])=[CH:14][CH:13]=2)[CH:8]=1, predict the reactants needed to synthesize it. The reactants are: C[O:2][C:3]([C:5]1[CH:6]=[C:7]([C:12]2[CH:17]=[CH:16][C:15]([CH3:18])=[CH:14][CH:13]=2)[CH:8]=[C:9](N)[CH:10]=1)=[O:4].C(I)[I:20].[N+]([O-])([O-])=O. (2) Given the product [F:21][C:22]1[CH:23]=[C:24]([S:29]([NH:13][CH2:12][CH2:11][C:8]2[CH:7]=[CH:6][C:5]([N+:2]([O-:4])=[O:3])=[CH:10][CH:9]=2)(=[O:31])=[O:30])[CH:25]=[CH:26][C:27]=1[CH3:28], predict the reactants needed to synthesize it. The reactants are: Cl.[N+:2]([C:5]1[CH:10]=[CH:9][C:8]([CH2:11][CH2:12][NH2:13])=[CH:7][CH:6]=1)([O-:4])=[O:3].C(N(CC)CC)C.[F:21][C:22]1[CH:23]=[C:24]([S:29](Cl)(=[O:31])=[O:30])[CH:25]=[CH:26][C:27]=1[CH3:28].